From a dataset of Reaction yield outcomes from USPTO patents with 853,638 reactions. Predict the reaction yield, written as a fraction of the theoretical maximum amount of product (1.0 means a 100% yield; for example, 0.34 means a 34% yield). (1) The reactants are [NH:1]([C:5]1[C:14]2[C:9](=[C:10]([Cl:15])[CH:11]=[CH:12][CH:13]=2)[CH:8]=[CH:7][CH:6]=1)C(C)=O.[OH-].[Na+]. The catalyst is CCO. The product is [NH2:1][C:5]1[C:14]2[C:9](=[C:10]([Cl:15])[CH:11]=[CH:12][CH:13]=2)[CH:8]=[CH:7][CH:6]=1. The yield is 0.980. (2) The reactants are [N:1]12[CH2:8][CH2:7][C:4]([C:9]([C:17]3[CH:22]=[CH:21][CH:20]=[CH:19][CH:18]=3)([C:11]3[CH:16]=[CH:15][CH:14]=[CH:13][CH:12]=3)[OH:10])([CH2:5][CH2:6]1)[CH2:3][CH2:2]2.[Br:23][CH2:24][CH2:25][O:26][CH2:27][CH2:28][O:29][CH3:30]. The catalyst is CC#N. The product is [Br-:23].[OH:10][C:9]([C:17]1[CH:22]=[CH:21][CH:20]=[CH:19][CH:18]=1)([C:11]1[CH:12]=[CH:13][CH:14]=[CH:15][CH:16]=1)[C:4]12[CH2:5][CH2:6][N+:1]([CH2:24][CH2:25][O:26][CH2:27][CH2:28][O:29][CH3:30])([CH2:2][CH2:3]1)[CH2:8][CH2:7]2. The yield is 0.788. (3) The reactants are [N:1]1[CH:6]=[CH:5][C:4]([CH2:7][C:8]2[C:16]3[C:11](=[CH:12][CH:13]=[CH:14][CH:15]=3)[NH:10][CH:9]=2)=[CH:3][CH:2]=1.[H][H]. The catalyst is [Pt](=O)=O.C(O)(=O)C. The product is [NH:1]1[CH2:6][CH2:5][CH:4]([CH2:7][C:8]2[C:16]3[C:11](=[CH:12][CH:13]=[CH:14][CH:15]=3)[NH:10][CH:9]=2)[CH2:3][CH2:2]1. The yield is 0.730. (4) The reactants are [CH3:1][O:2][C:3]1[CH:4]=[C:5]2[C:10](=[CH:11][C:12]=1[O:13][CH3:14])[N:9]=[CH:8][CH:7]=[C:6]2[O:15][C:16]1[C:22]([CH3:23])=[CH:21][C:19]([NH2:20])=[C:18]([CH3:24])[CH:17]=1.ClC(Cl)(O[C:29](=[O:35])OC(Cl)(Cl)Cl)Cl.[CH2:37]([NH2:40])[CH2:38][CH3:39].C(=O)([O-])O.[Na+]. The catalyst is C(Cl)(Cl)Cl.C(N(CC)CC)C. The product is [CH3:1][O:2][C:3]1[CH:4]=[C:5]2[C:10](=[CH:11][C:12]=1[O:13][CH3:14])[N:9]=[CH:8][CH:7]=[C:6]2[O:15][C:16]1[C:22]([CH3:23])=[CH:21][C:19]([NH:20][C:29]([NH:40][CH2:37][CH2:38][CH3:39])=[O:35])=[C:18]([CH3:24])[CH:17]=1. The yield is 0.950. (5) The reactants are [OH-].[Li+].[CH3:3][O:4][C:5]1[CH:6]=[C:7]([CH2:13][CH2:14][N:15]([CH3:38])[C:16](=[O:37])[CH2:17][CH2:18][C:19]2[CH:36]=[CH:35][C:22]([O:23][CH2:24][C:25]3[CH:34]=[CH:33][CH:32]=[CH:31][C:26]=3[C:27]([O:29]C)=[O:28])=[CH:21][CH:20]=2)[CH:8]=[CH:9][C:10]=1[O:11][CH3:12]. The catalyst is O.C1COCC1. The product is [CH3:3][O:4][C:5]1[CH:6]=[C:7]([CH2:13][CH2:14][N:15]([CH3:38])[C:16](=[O:37])[CH2:17][CH2:18][C:19]2[CH:20]=[CH:21][C:22]([O:23][CH2:24][C:25]3[CH:34]=[CH:33][CH:32]=[CH:31][C:26]=3[C:27]([OH:29])=[O:28])=[CH:35][CH:36]=2)[CH:8]=[CH:9][C:10]=1[O:11][CH3:12]. The yield is 0.875. (6) The reactants are [CH3:1][CH:2]([N:4]1[CH:8]=[C:7](B2OC(C)(C)C(C)(C)O2)[CH:6]=[N:5]1)[CH3:3].[OH-:18].[Na+].OO. The catalyst is C1COCC1. The product is [CH3:1][CH:2]([N:4]1[CH:8]=[C:7]([OH:18])[CH:6]=[N:5]1)[CH3:3]. The yield is 0.950. (7) The reactants are [CH:1]([C@H:14]1[CH2:20][C@H:19]2[C@H:17]([O:18]2)[CH2:16][O:15]1)([C:8]1[CH:13]=[CH:12][CH:11]=[CH:10][CH:9]=1)[C:2]1[CH:7]=[CH:6][CH:5]=[CH:4][CH:3]=1.[CH3:21][O:22][C:23]1[CH:30]=[CH:29][C:26]([CH2:27][NH2:28])=[CH:25][CH:24]=1. The catalyst is C(O)C. The product is [CH:1]([C@H:14]1[CH2:20][C@H:19]([OH:18])[C@@H:17]([NH:28][CH2:27][C:26]2[CH:29]=[CH:30][C:23]([O:22][CH3:21])=[CH:24][CH:25]=2)[CH2:16][O:15]1)([C:8]1[CH:13]=[CH:12][CH:11]=[CH:10][CH:9]=1)[C:2]1[CH:3]=[CH:4][CH:5]=[CH:6][CH:7]=1. The yield is 0.800. (8) The reactants are [F:1][C:2]([F:18])([F:17])[C:3]([CH:6](C(OCC)=O)[C:7]([O:9]CC)=[O:8])([CH3:5])[CH3:4].[OH-].[K+].CCO. No catalyst specified. The product is [F:1][C:2]([F:17])([F:18])[C:3]([CH3:5])([CH3:4])[CH2:6][C:7]([OH:9])=[O:8]. The yield is 0.770.